This data is from Merck oncology drug combination screen with 23,052 pairs across 39 cell lines. The task is: Regression. Given two drug SMILES strings and cell line genomic features, predict the synergy score measuring deviation from expected non-interaction effect. Drug 1: CC(C)CC(NC(=O)C(Cc1ccccc1)NC(=O)c1cnccn1)B(O)O. Drug 2: COC1CC2CCC(C)C(O)(O2)C(=O)C(=O)N2CCCCC2C(=O)OC(C(C)CC2CCC(OP(C)(C)=O)C(OC)C2)CC(=O)C(C)C=C(C)C(O)C(OC)C(=O)C(C)CC(C)C=CC=CC=C1C. Cell line: NCIH520. Synergy scores: synergy=-26.8.